From a dataset of Full USPTO retrosynthesis dataset with 1.9M reactions from patents (1976-2016). Predict the reactants needed to synthesize the given product. (1) Given the product [CH3:43][N:44]1[CH:48]=[C:47]([CH2:49][CH2:50][NH:51][C:23]([C:22]2[C:16]3[N:15]=[C:14]([CH2:13][N:2]([CH3:1])[CH:3]4[C:12]5[N:11]=[CH:10][CH:9]=[CH:8][C:7]=5[CH2:6][CH2:5][CH2:4]4)[NH:18][C:17]=3[CH:19]=[CH:20][CH:21]=2)=[O:24])[N:46]=[CH:45]1, predict the reactants needed to synthesize it. The reactants are: [CH3:1][N:2]([CH2:13][C:14]1[NH:18][C:17]2[CH:19]=[CH:20][CH:21]=[C:22]([C:23](O)=[O:24])[C:16]=2[N:15]=1)[CH:3]1[C:12]2[N:11]=[CH:10][CH:9]=[CH:8][C:7]=2[CH2:6][CH2:5][CH2:4]1.O=C1N(P(Cl)(N2CCOC2=O)=O)CCO1.Cl.Cl.[CH3:43][N:44]1[CH:48]=[C:47]([CH2:49][CH2:50][NH2:51])[N:46]=[CH:45]1.C(N(CC)C(C)C)(C)C. (2) Given the product [NH2:48][C@@H:47]([C@@H:59]([OH:61])[CH3:60])[C:46]([NH:45][CH2:44][CH2:43][CH2:42][NH:41][C@@H:40]([C@@H:39]([CH:10]1[C@@H:9]([O:8][Si:1]([C:4]([CH3:5])([CH3:6])[CH3:7])([CH3:3])[CH3:2])[C@@H:13]([O:14][Si:15]([C:18]([CH3:19])([CH3:20])[CH3:21])([CH3:17])[CH3:16])[C@H:12]([N:22]2[CH:27]=[CH:26][C:25](=[O:28])[N:24]([CH2:29][C:30]3[CH:35]=[CH:34][C:33]([O:36][CH3:37])=[CH:32][CH:31]=3)[C:23]2=[O:38])[O:11]1)[OH:70])[C:63]([O:65][C:66]([CH3:68])([CH3:69])[CH3:67])=[O:64])=[O:62], predict the reactants needed to synthesize it. The reactants are: [Si:1]([O:8][C@H:9]1[C@@H:13]([O:14][Si:15]([C:18]([CH3:21])([CH3:20])[CH3:19])([CH3:17])[CH3:16])[C@H:12]([N:22]2[CH:27]=[CH:26][C:25](=[O:28])[N:24]([CH2:29][C:30]3[CH:35]=[CH:34][C:33]([O:36][CH3:37])=[CH:32][CH:31]=3)[C:23]2=[O:38])[O:11][CH:10]1[C@@H:39]([OH:70])[C@@H:40]([C:63]([O:65][C:66]([CH3:69])([CH3:68])[CH3:67])=[O:64])[NH:41][CH2:42][CH2:43][CH2:44][NH:45][C:46](=[O:62])[C@H:47]([C@@H:59]([OH:61])[CH3:60])[NH:48]C(=O)OCC1C=CC=CC=1)([C:4]([CH3:7])([CH3:6])[CH3:5])([CH3:3])[CH3:2].